From a dataset of Full USPTO retrosynthesis dataset with 1.9M reactions from patents (1976-2016). Predict the reactants needed to synthesize the given product. (1) Given the product [C:1]([O:5][C@@H:6]([C:12]1[C:30]([CH3:31])=[CH:29][C:15]2[N:16]=[C:17]([C:19]3[CH:20]=[C:21]4[CH:27]=[C:26]([CH3:28])[N:25]([CH3:39])[C:22]4=[N:23][CH:24]=3)[S:18][C:14]=2[C:13]=1[C:32]1[CH:37]=[CH:36][C:35]([Cl:38])=[CH:34][CH:33]=1)[C:7]([O:9][CH2:10][CH3:11])=[O:8])([CH3:2])([CH3:3])[CH3:4], predict the reactants needed to synthesize it. The reactants are: [C:1]([O:5][C@@H:6]([C:12]1[C:30]([CH3:31])=[CH:29][C:15]2[N:16]=[C:17]([C:19]3[CH:20]=[C:21]4[CH:27]=[C:26]([CH3:28])[NH:25][C:22]4=[N:23][CH:24]=3)[S:18][C:14]=2[C:13]=1[C:32]1[CH:37]=[CH:36][C:35]([Cl:38])=[CH:34][CH:33]=1)[C:7]([O:9][CH2:10][CH3:11])=[O:8])([CH3:4])([CH3:3])[CH3:2].[C:39](=O)([O-])[O-].[Cs+].[Cs+].IC. (2) Given the product [ClH:11].[C:1]([C:5]1[C:10]([Cl:11])=[CH:9][C:8]([C:12]2[N:13]([C:31]([N:45]3[CH2:44][CH2:43][N:42]([S:39]([CH2:37][CH3:38])(=[O:41])=[O:40])[CH2:47][CH2:46]3)=[O:32])[C@H:14]([C:24]3[CH:25]=[CH:26][C:27]([Cl:30])=[CH:28][CH:29]=3)[C@H:15]([C:17]3[CH:18]=[CH:19][C:20]([Cl:23])=[CH:21][CH:22]=3)[N:16]=2)=[C:7]([O:34][CH2:35][CH3:36])[CH:6]=1)([CH3:4])([CH3:2])[CH3:3], predict the reactants needed to synthesize it. The reactants are: [C:1]([C:5]1[C:10]([Cl:11])=[CH:9][C:8]([C:12]2[N:13]([C:31](Cl)=[O:32])[C@H:14]([C:24]3[CH:29]=[CH:28][C:27]([Cl:30])=[CH:26][CH:25]=3)[C@H:15]([C:17]3[CH:22]=[CH:21][C:20]([Cl:23])=[CH:19][CH:18]=3)[N:16]=2)=[C:7]([O:34][CH2:35][CH3:36])[CH:6]=1)([CH3:4])([CH3:3])[CH3:2].[CH2:37]([S:39]([N:42]1[CH2:47][CH2:46][NH:45][CH2:44][CH2:43]1)(=[O:41])=[O:40])[CH3:38].